From a dataset of Peptide-MHC class I binding affinity with 185,985 pairs from IEDB/IMGT. Regression. Given a peptide amino acid sequence and an MHC pseudo amino acid sequence, predict their binding affinity value. This is MHC class I binding data. (1) The peptide sequence is YYTEDQGQF. The MHC is HLA-A23:01 with pseudo-sequence HLA-A23:01. The binding affinity (normalized) is 0.757. (2) The peptide sequence is PEEKFQKDPPF. The MHC is Mamu-A11 with pseudo-sequence Mamu-A11. The binding affinity (normalized) is 0.